This data is from Full USPTO retrosynthesis dataset with 1.9M reactions from patents (1976-2016). The task is: Predict the reactants needed to synthesize the given product. (1) Given the product [CH:1]([O:4][C:5]([N:7]1[CH:12]([CH2:13][CH3:14])[CH2:11][CH:10]([NH:24][C:21]2[N:22]=[CH:23][N:19]([CH3:18])[N:20]=2)[CH2:9][CH:8]1[CH2:16][CH3:17])=[O:6])([CH3:3])[CH3:2], predict the reactants needed to synthesize it. The reactants are: [CH:1]([O:4][C:5]([N:7]1[CH:12]([CH2:13][CH3:14])[CH2:11][C:10](=O)[CH2:9][CH:8]1[CH2:16][CH3:17])=[O:6])([CH3:3])[CH3:2].[CH3:18][N:19]1[CH:23]=[N:22][C:21]([NH2:24])=[N:20]1.C(O)(=O)C.C(O[BH-](OC(=O)C)OC(=O)C)(=O)C.[Na+]. (2) Given the product [F:3][C:4]1[CH:11]=[CH:10][C:7]([CH:8]=[C:13]2[CH2:14][CH2:15][CH2:16][CH2:17][CH2:18][C:12]2=[O:19])=[CH:6][CH:5]=1, predict the reactants needed to synthesize it. The reactants are: [OH-].[K+].[F:3][C:4]1[CH:11]=[CH:10][C:7]([CH:8]=O)=[CH:6][CH:5]=1.[C:12]1(=[O:19])[CH2:18][CH2:17][CH2:16][CH2:15][CH2:14][CH2:13]1.Cl. (3) Given the product [CH3:1][C:2]1[C:7]([N+:8]([O-:10])=[O:9])=[CH:6][CH:5]=[CH:4][C:3]=1[CH2:11][C:12]([O:14][CH3:20])=[O:13], predict the reactants needed to synthesize it. The reactants are: [CH3:1][C:2]1[C:7]([N+:8]([O-:10])=[O:9])=[CH:6][CH:5]=[CH:4][C:3]=1[CH2:11][C:12]([OH:14])=[O:13].S(=O)(=O)(O)O.[CH3:20]O. (4) Given the product [Br:3][C:4]1[CH:5]=[CH:6][C:7]([CH2:10][O:11][CH3:14])=[N:8][CH:9]=1, predict the reactants needed to synthesize it. The reactants are: [H-].[Na+].[Br:3][C:4]1[CH:5]=[CH:6][C:7]([CH2:10][OH:11])=[N:8][CH:9]=1.CI.[C:14](OCC)(=O)C.